From a dataset of TCR-epitope binding with 47,182 pairs between 192 epitopes and 23,139 TCRs. Binary Classification. Given a T-cell receptor sequence (or CDR3 region) and an epitope sequence, predict whether binding occurs between them. (1) The epitope is GLIYNRMGAVTTEV. The TCR CDR3 sequence is CASSAEQGVTEAFF. Result: 0 (the TCR does not bind to the epitope). (2) The epitope is YLNTLTLAV. The TCR CDR3 sequence is CASSLQGDYNSPLHF. Result: 1 (the TCR binds to the epitope). (3) The epitope is FVDGVPFVV. The TCR CDR3 sequence is CASSVHSTSGDQETQYF. Result: 0 (the TCR does not bind to the epitope). (4) The epitope is TPRVTGGGAM. The TCR CDR3 sequence is CAGSLSWGGFYNEQFF. Result: 1 (the TCR binds to the epitope). (5) The epitope is SFHSLHLLF. The TCR CDR3 sequence is CASSPGLAYEQYF. Result: 0 (the TCR does not bind to the epitope). (6) The epitope is YLNTLTLAV. The TCR CDR3 sequence is CASSQAGAYGYTF. Result: 1 (the TCR binds to the epitope). (7) The epitope is KLWAQCVQL. The TCR CDR3 sequence is CASSQAGFEQFF. Result: 1 (the TCR binds to the epitope).